Dataset: NCI-60 drug combinations with 297,098 pairs across 59 cell lines. Task: Regression. Given two drug SMILES strings and cell line genomic features, predict the synergy score measuring deviation from expected non-interaction effect. (1) Drug 1: CCCCC(=O)OCC(=O)C1(CC(C2=C(C1)C(=C3C(=C2O)C(=O)C4=C(C3=O)C=CC=C4OC)O)OC5CC(C(C(O5)C)O)NC(=O)C(F)(F)F)O. Drug 2: CC12CCC3C(C1CCC2O)C(CC4=C3C=CC(=C4)O)CCCCCCCCCS(=O)CCCC(C(F)(F)F)(F)F. Cell line: OVCAR-8. Synergy scores: CSS=18.8, Synergy_ZIP=-7.32, Synergy_Bliss=-11.3, Synergy_Loewe=-8.21, Synergy_HSA=-9.68. (2) Drug 1: C1C(C(OC1N2C=NC3=C2NC=NCC3O)CO)O. Drug 2: CC1CCCC2(C(O2)CC(NC(=O)CC(C(C(=O)C(C1O)C)(C)C)O)C(=CC3=CSC(=N3)C)C)C. Cell line: HL-60(TB). Synergy scores: CSS=67.9, Synergy_ZIP=0.0986, Synergy_Bliss=-2.02, Synergy_Loewe=-32.0, Synergy_HSA=-2.09. (3) Drug 1: CC1C(C(CC(O1)OC2CC(CC3=C2C(=C4C(=C3O)C(=O)C5=C(C4=O)C(=CC=C5)OC)O)(C(=O)CO)O)N)O.Cl. Drug 2: CC1=C(C(=O)C2=C(C1=O)N3CC4C(C3(C2COC(=O)N)OC)N4)N. Cell line: NCI-H226. Synergy scores: CSS=18.4, Synergy_ZIP=-6.40, Synergy_Bliss=-2.52, Synergy_Loewe=-11.5, Synergy_HSA=-3.27. (4) Drug 1: C1=C(C(=O)NC(=O)N1)F. Drug 2: CC1CC(C(C(C=C(C(C(C=CC=C(C(=O)NC2=CC(=O)C(=C(C1)C2=O)OC)C)OC)OC(=O)N)C)C)O)OC. Cell line: HT29. Synergy scores: CSS=71.6, Synergy_ZIP=0.0892, Synergy_Bliss=-1.67, Synergy_Loewe=-2.33, Synergy_HSA=2.39. (5) Drug 1: CC1OCC2C(O1)C(C(C(O2)OC3C4COC(=O)C4C(C5=CC6=C(C=C35)OCO6)C7=CC(=C(C(=C7)OC)O)OC)O)O. Drug 2: CN(C)N=NC1=C(NC=N1)C(=O)N. Cell line: TK-10. Synergy scores: CSS=28.3, Synergy_ZIP=2.94, Synergy_Bliss=5.43, Synergy_Loewe=-20.3, Synergy_HSA=4.68. (6) Drug 1: C1CN1C2=NC(=NC(=N2)N3CC3)N4CC4. Drug 2: C1=NC2=C(N1)C(=S)N=CN2. Cell line: CAKI-1. Synergy scores: CSS=35.3, Synergy_ZIP=-7.67, Synergy_Bliss=0.462, Synergy_Loewe=-8.50, Synergy_HSA=1.36. (7) Drug 1: C1CCC(CC1)NC(=O)N(CCCl)N=O. Drug 2: CC(C1=C(C=CC(=C1Cl)F)Cl)OC2=C(N=CC(=C2)C3=CN(N=C3)C4CCNCC4)N. Cell line: SNB-75. Synergy scores: CSS=23.5, Synergy_ZIP=-6.83, Synergy_Bliss=-2.16, Synergy_Loewe=-4.34, Synergy_HSA=-2.65. (8) Drug 1: C1=CC(=CC=C1CCC2=CNC3=C2C(=O)NC(=N3)N)C(=O)NC(CCC(=O)O)C(=O)O. Drug 2: C1=NNC2=C1C(=O)NC=N2. Cell line: SF-295. Synergy scores: CSS=30.5, Synergy_ZIP=0.0274, Synergy_Bliss=0.993, Synergy_Loewe=-5.43, Synergy_HSA=1.80. (9) Drug 1: C(=O)(N)NO. Drug 2: CC(C)CN1C=NC2=C1C3=CC=CC=C3N=C2N. Cell line: HOP-62. Synergy scores: CSS=0.739, Synergy_ZIP=-0.773, Synergy_Bliss=-2.47, Synergy_Loewe=2.36, Synergy_HSA=-2.10. (10) Drug 1: CC1=C2C(C(=O)C3(C(CC4C(C3C(C(C2(C)C)(CC1OC(=O)C(C(C5=CC=CC=C5)NC(=O)C6=CC=CC=C6)O)O)OC(=O)C7=CC=CC=C7)(CO4)OC(=O)C)O)C)OC(=O)C. Drug 2: CCCCC(=O)OCC(=O)C1(CC(C2=C(C1)C(=C3C(=C2O)C(=O)C4=C(C3=O)C=CC=C4OC)O)OC5CC(C(C(O5)C)O)NC(=O)C(F)(F)F)O. Cell line: EKVX. Synergy scores: CSS=18.9, Synergy_ZIP=3.64, Synergy_Bliss=5.26, Synergy_Loewe=4.27, Synergy_HSA=2.93.